Dataset: Peptide-MHC class I binding affinity with 185,985 pairs from IEDB/IMGT. Task: Regression. Given a peptide amino acid sequence and an MHC pseudo amino acid sequence, predict their binding affinity value. This is MHC class I binding data. (1) The peptide sequence is QPYPQSQPQY. The MHC is HLA-B07:02 with pseudo-sequence HLA-B07:02. The binding affinity (normalized) is 0. (2) The peptide sequence is SLPSYAAYA. The MHC is HLA-A02:03 with pseudo-sequence HLA-A02:03. The binding affinity (normalized) is 0.913. (3) The peptide sequence is ILMWEAVTL. The MHC is HLA-A24:02 with pseudo-sequence HLA-A24:02. The binding affinity (normalized) is 0. (4) The peptide sequence is KLQKDLEGL. The MHC is HLA-A02:02 with pseudo-sequence HLA-A02:02. The binding affinity (normalized) is 0.701. (5) The peptide sequence is DDQEKKILM. The MHC is HLA-A02:01 with pseudo-sequence HLA-A02:01. The binding affinity (normalized) is 0. (6) The peptide sequence is SSFDIKSEVK. The MHC is HLA-A11:01 with pseudo-sequence HLA-A11:01. The binding affinity (normalized) is 0.728. (7) The peptide sequence is RPAIVVPAF. The MHC is HLA-A03:01 with pseudo-sequence HLA-A03:01. The binding affinity (normalized) is 0.0847.